From a dataset of Reaction yield outcomes from USPTO patents with 853,638 reactions. Predict the reaction yield, written as a fraction of the theoretical maximum amount of product (1.0 means a 100% yield; for example, 0.34 means a 34% yield). (1) The reactants are [C:1]([N:8]1[CH2:13][CH2:12][CH2:11][CH:10]([CH2:14][NH:15][C:16]2[CH:21]=[CH:20][CH:19]=[CH:18][CH:17]=2)[CH2:9]1)([O:3][C:4]([CH3:7])([CH3:6])[CH3:5])=[O:2].[CH3:22][O:23][CH2:24][C:25](Cl)=[O:26]. The catalyst is C(Cl)Cl. The product is [C:1]([N:8]1[CH2:13][CH2:12][CH2:11][CH:10]([CH2:14][N:15]([C:16]2[CH:21]=[CH:20][CH:19]=[CH:18][CH:17]=2)[C:25](=[O:26])[CH2:24][O:23][CH3:22])[CH2:9]1)([O:3][C:4]([CH3:6])([CH3:7])[CH3:5])=[O:2]. The yield is 0.560. (2) The reactants are [Cl:1][CH2:2][CH2:3][CH2:4][CH2:5][OH:6].S(=O)(=O)(O)O.[F:12][C:13]1[CH:27]=[CH:26][C:16]([CH:17](O)[C:18]2[CH:23]=[CH:22][C:21]([F:24])=[CH:20][CH:19]=2)=[CH:15][CH:14]=1. The catalyst is C1(C)C=CC=CC=1. The product is [F:12][C:13]1[CH:14]=[CH:15][C:16]([CH:17]([C:18]2[CH:23]=[CH:22][C:21]([F:24])=[CH:20][CH:19]=2)[O:6][CH2:5][CH2:4][CH2:3][CH2:2][Cl:1])=[CH:26][CH:27]=1. The yield is 0.750. (3) The reactants are [OH:1][C:2]1[CH:10]=[CH:9][C:5]([C:6]([OH:8])=[O:7])=[CH:4][C:3]=1[O:11][CH3:12].Cl.[CH3:14]O. No catalyst specified. The product is [CH3:14][O:7][C:6](=[O:8])[C:5]1[CH:9]=[CH:10][C:2]([OH:1])=[C:3]([O:11][CH3:12])[CH:4]=1. The yield is 0.915. (4) The reactants are [Br:1][C:2]1[CH:3]=[CH:4][C:5]2[C:11]3[S:12][C:13]([C:15]([OH:17])=O)=[CH:14][C:10]=3[CH2:9][CH2:8][O:7][C:6]=2[CH:18]=1.[Si]([O:26][CH2:27][CH2:28][NH:29][C:30]1[CH:35]=[CH:34][CH:33]=[CH:32][C:31]=1[Cl:36])(C(C)(C)C)(C)C. No catalyst specified. The product is [Br:1][C:2]1[CH:3]=[CH:4][C:5]2[C:11]3[S:12][C:13]([C:15]([N:29]([C:30]4[CH:35]=[CH:34][CH:33]=[CH:32][C:31]=4[Cl:36])[CH2:28][CH2:27][OH:26])=[O:17])=[CH:14][C:10]=3[CH2:9][CH2:8][O:7][C:6]=2[CH:18]=1. The yield is 0.250. (5) The reactants are [Br:1][C:2]1[C:7]([C:8]2[C:9](=[O:21])[N:10]([CH2:19][CH3:20])[C:11]3[C:16]([CH:17]=2)=[CH:15][N:14]=[C:13](Cl)[CH:12]=3)=[CH:6][C:5]([NH:22][C:23]([NH:25][C:26]2[CH:31]=[CH:30][CH:29]=[CH:28][CH:27]=2)=[O:24])=[C:4]([F:32])[CH:3]=1.[CH3:33][N:34]([CH3:38])[C:35]([NH2:37])=[O:36].C([O-])([O-])=O.[Cs+].[Cs+].CC1(C)C2C(=C(P(C3C=CC=CC=3)C3C=CC=CC=3)C=CC=2)OC2C(P(C3C=CC=CC=3)C3C=CC=CC=3)=CC=CC1=2. The catalyst is O1CCOCC1.C1C=CC(/C=C/C(/C=C/C2C=CC=CC=2)=O)=CC=1.C1C=CC(/C=C/C(/C=C/C2C=CC=CC=2)=O)=CC=1.C1C=CC(/C=C/C(/C=C/C2C=CC=CC=2)=O)=CC=1.[Pd].[Pd]. The product is [Br:1][C:2]1[CH:3]=[C:4]([F:32])[C:5]([NH:22][C:23]([NH:25][C:26]2[CH:31]=[CH:30][CH:29]=[CH:28][CH:27]=2)=[O:24])=[CH:6][C:7]=1[C:8]1[C:9](=[O:21])[N:10]([CH2:19][CH3:20])[C:11]2[C:16]([CH:17]=1)=[CH:15][N:14]=[C:13]([NH:37][C:35](=[O:36])[N:34]([CH3:38])[CH3:33])[CH:12]=2. The yield is 0.0900. (6) The reactants are [NH:1]([C:5]1[CH:13]=[CH:12][C:8]([C:9]([OH:11])=[O:10])=[CH:7][CH:6]=1)[C:2]([NH2:4])=[NH:3].S(Cl)(Cl)=O.[CH3:18]O. The catalyst is ClCCl. The product is [CH3:18][O:10][C:9](=[O:11])[C:8]1[CH:12]=[CH:13][C:5]([NH:1][C:2]([NH2:4])=[NH:3])=[CH:6][CH:7]=1. The yield is 1.00. (7) The reactants are [Cl:1][C:2]1[CH:7]=[CH:6][C:5]([C:8](O)([C:27]2[N:28]([CH3:32])[CH:29]=[N:30][CH:31]=2)[C:9]2[CH:10]=[C:11]3[C:16](=[CH:17][CH:18]=2)[N:15]([CH3:19])[C:14](=[O:20])[CH:13]=[C:12]3[C:21]2[S:22][C:23]([CH3:26])=[CH:24][CH:25]=2)=[CH:4][CH:3]=1.S(Cl)(Cl)=O.CO.C(Cl)(Cl)Cl.[NH4+:44].[OH-]. The catalyst is C1(C)C=CC=CC=1. The product is [NH2:44][C:8]([C:5]1[CH:6]=[CH:7][C:2]([Cl:1])=[CH:3][CH:4]=1)([C:27]1[N:28]([CH3:32])[CH:29]=[N:30][CH:31]=1)[C:9]1[CH:10]=[C:11]2[C:16](=[CH:17][CH:18]=1)[N:15]([CH3:19])[C:14](=[O:20])[CH:13]=[C:12]2[C:21]1[S:22][C:23]([CH3:26])=[CH:24][CH:25]=1. The yield is 0.490. (8) The reactants are [CH2:1]1[CH2:6][O:5][CH:4]=[CH:3][CH2:2]1.[NH2:7][C:8]1[S:9][C:10]([C:13]([O:15][CH2:16][CH3:17])=[O:14])=[CH:11][N:12]=1. The catalyst is CC#N.C(O)(C(F)(F)F)=O. The product is [O:5]1[CH2:6][CH2:1][CH2:2][CH2:3][CH:4]1[NH:7][C:8]1[S:9][C:10]([C:13]([O:15][CH2:16][CH3:17])=[O:14])=[CH:11][N:12]=1. The yield is 0.640. (9) The reactants are [CH3:1][C:2]1[N:6]([CH2:7][C:8]([N:10]2[CH2:15][CH2:14][N:13]([C:16]3[CH:21]=[CH:20][CH:19]=[C:18]([N+:22]([O-])=O)[CH:17]=3)[CH2:12][CH2:11]2)=[O:9])[N:5]=[C:4]([C:25]([F:28])([F:27])[F:26])[CH:3]=1. The catalyst is C(O)C.[Pd]. The product is [NH2:22][C:18]1[CH:17]=[C:16]([N:13]2[CH2:12][CH2:11][N:10]([C:8](=[O:9])[CH2:7][N:6]3[C:2]([CH3:1])=[CH:3][C:4]([C:25]([F:28])([F:27])[F:26])=[N:5]3)[CH2:15][CH2:14]2)[CH:21]=[CH:20][CH:19]=1. The yield is 0.990.